From a dataset of Forward reaction prediction with 1.9M reactions from USPTO patents (1976-2016). Predict the product of the given reaction. Given the reactants [CH3:1][C:2]1([CH3:18])[S:6][C:5](=[O:7])[N:4]([CH2:8][C:9]2[CH:14]=[CH:13][CH:12]=[CH:11][C:10]=2[N+:15]([O-])=O)[CH2:3]1.[Cl-].[NH4+], predict the reaction product. The product is: [NH2:15][C:10]1[CH:11]=[CH:12][CH:13]=[CH:14][C:9]=1[CH2:8][N:4]1[CH2:3][C:2]([CH3:18])([CH3:1])[S:6][C:5]1=[O:7].